Dataset: Catalyst prediction with 721,799 reactions and 888 catalyst types from USPTO. Task: Predict which catalyst facilitates the given reaction. (1) Reactant: [Br:1][C:2]1[CH:10]=[C:9]([F:11])[C:5]([C:6]([NH2:8])=O)=[C:4]([F:12])[CH:3]=1.N1C(Cl)=NC(Cl)=NC=1Cl.O. Product: [Br:1][C:2]1[CH:3]=[C:4]([F:12])[C:5]([C:6]#[N:8])=[C:9]([F:11])[CH:10]=1. The catalyst class is: 3. (2) Reactant: Cl.[NH2:2][C:3]([CH2:8][CH2:9][C:10]1[CH:15]=[CH:14][C:13]([O:16][CH2:17][CH2:18][CH2:19][CH2:20][CH2:21][CH2:22][CH3:23])=[C:12]([C:24]([F:27])([F:26])[F:25])[CH:11]=1)([CH2:6][OH:7])[CH2:4][OH:5].C(=O)([O-])O.[Na+].[CH2:33]([O:40][C:41](Cl)=[O:42])[C:34]1[CH:39]=[CH:38][CH:37]=[CH:36][CH:35]=1. Product: [CH2:33]([O:40][C:41](=[O:42])[NH:2][C:3]([CH2:4][OH:5])([CH2:6][OH:7])[CH2:8][CH2:9][C:10]1[CH:15]=[CH:14][C:13]([O:16][CH2:17][CH2:18][CH2:19][CH2:20][CH2:21][CH2:22][CH3:23])=[C:12]([C:24]([F:25])([F:26])[F:27])[CH:11]=1)[C:34]1[CH:39]=[CH:38][CH:37]=[CH:36][CH:35]=1. The catalyst class is: 13. (3) Reactant: [CH:1]1[C:14]2[CH2:13][C:12]3[C:7](=[CH:8][CH:9]=[CH:10][CH:11]=3)[NH:6][C:5]=2[CH:4]=[CH:3][CH:2]=1.C(P(C(C)(C)C)C(C)(C)C)(C)(C)C.CC(C)([O-])C.[Na+].Br[C:35]1[CH:40]=[CH:39][C:38]([C:41]2[S:42][C:43]3[CH:49]=[CH:48][CH:47]=[CH:46][C:44]=3[N:45]=2)=[CH:37][CH:36]=1. Product: [S:42]1[C:43]2[CH:49]=[CH:48][CH:47]=[CH:46][C:44]=2[N:45]=[C:41]1[C:38]1[CH:39]=[CH:40][C:35]([N:6]2[C:7]3[C:12](=[CH:11][CH:10]=[CH:9][CH:8]=3)[CH2:13][C:14]3[CH:1]=[CH:2][CH:3]=[CH:4][C:5]2=3)=[CH:36][CH:37]=1. The catalyst class is: 222. (4) Reactant: FC(F)(F)S(O[C:7]1[CH:12]=[CH:11][C:10]([F:13])=[CH:9][C:8]=1[C:14]1[CH:19]=[CH:18][C:17]([O:20][CH2:21]C2C=CC3C(=CC=CC=3)N=2)=[CH:16][CH:15]=1)(=O)=O.[N:34]1[CH:39]=[CH:38][C:37](B(O)O)=[CH:36][CH:35]=1.C([O-])([O-])=O.[Na+].[Na+]. Product: [F:13][C:10]1[CH:11]=[CH:12][C:7]([C:37]2[CH:38]=[CH:39][N:34]=[CH:35][CH:36]=2)=[C:8]([C:14]2[CH:19]=[CH:18][C:17]([O:20][CH2:21][C:35]3[CH:36]=[CH:37][C:38]4[C:39](=[CH:12][CH:7]=[CH:8][CH:9]=4)[N:34]=3)=[CH:16][CH:15]=2)[CH:9]=1. The catalyst class is: 12. (5) Reactant: [CH2:1]([O:4][C:5]1[CH:11]=[CH:10][CH:9]=[CH:8][C:6]=1[NH2:7])[CH2:2][CH3:3].[C:12]([N:20]=[C:21]=[S:22])(=[O:19])[C:13]1[CH:18]=[CH:17][CH:16]=[CH:15][CH:14]=1. Product: [CH2:1]([O:4][C:5]1[CH:11]=[CH:10][CH:9]=[CH:8][C:6]=1[NH:7][C:21]([NH:20][C:12](=[O:19])[C:13]1[CH:14]=[CH:15][CH:16]=[CH:17][CH:18]=1)=[S:22])[CH2:2][CH3:3]. The catalyst class is: 10. (6) Reactant: [Cl:1][C:2]1[CH:7]=[C:6]([O:8][C:9]2[C:18]3[C:13](=[CH:14][C:15]([O:21][CH3:22])=[C:16]([O:19][CH3:20])[CH:17]=3)[N:12]=[CH:11][CH:10]=2)[CH:5]=[CH:4][C:3]=1[NH:23][C:24]([NH:26][C:27]1[CH:31]=[C:30]([CH3:32])[O:29][N:28]=1)=[O:25].CO.[S:35](=[O:39])(=[O:38])([OH:37])[OH:36].O. Product: [S:35]([OH:39])([OH:38])(=[O:37])=[O:36].[Cl:1][C:2]1[CH:7]=[C:6]([O:8][C:9]2[C:18]3[C:13](=[CH:14][C:15]([O:21][CH3:22])=[C:16]([O:19][CH3:20])[CH:17]=3)[N:12]=[CH:11][CH:10]=2)[CH:5]=[CH:4][C:3]=1[NH:23][C:24]([NH:26][C:27]1[CH:31]=[C:30]([CH3:32])[O:29][N:28]=1)=[O:25]. The catalyst class is: 10. (7) Reactant: CS(C)=O.C(Cl)(=O)C(Cl)=O.[C:11]([O:15][C:16]([N:18]1[CH2:23][CH2:22][CH2:21][CH:20]([CH2:24][OH:25])[CH2:19]1)=[O:17])([CH3:14])([CH3:13])[CH3:12].C(N(CC)CC)C. Product: [C:11]([O:15][C:16]([N:18]1[CH2:23][CH2:22][CH2:21][CH:20]([CH:24]=[O:25])[CH2:19]1)=[O:17])([CH3:14])([CH3:13])[CH3:12]. The catalyst class is: 4.